Predict which catalyst facilitates the given reaction. From a dataset of Catalyst prediction with 721,799 reactions and 888 catalyst types from USPTO. (1) Reactant: [F:1][C:2]1[CH:7]=[C:6]([N+:8]([O-])=O)[CH:5]=[CH:4][C:3]=1[N:11]1[CH2:19][CH2:18][C:13]2([O:17][CH2:16][CH2:15][O:14]2)[CH2:12]1. The catalyst class is: 45. Product: [O:14]1[C:13]2([CH2:18][CH2:19][N:11]([C:3]3[CH:4]=[CH:5][C:6]([NH2:8])=[CH:7][C:2]=3[F:1])[CH2:12]2)[O:17][CH2:16][CH2:15]1. (2) Reactant: [C:1]([O:5][C:6](=[O:32])[CH2:7][CH2:8][CH2:9][NH:10][CH:11]([CH2:14][N:15]([C:22]([O:24][CH2:25][C:26]1[CH:31]=[CH:30][CH:29]=[CH:28][CH:27]=1)=[O:23])[C@H:16]([C:18](OC)=[O:19])[CH3:17])[C:12]#[N:13])([CH3:4])([CH3:3])[CH3:2].O.[OH-].[Li+].CCN=C=NCCCN(C)C.C1C=CC2N(O)N=NC=2C=1. Product: [CH2:25]([O:24][C:22]([N:15]1[CH2:14][CH:11]([C:12]#[N:13])[N:10]([CH2:9][CH2:8][CH2:7][C:6]([O:5][C:1]([CH3:4])([CH3:3])[CH3:2])=[O:32])[C:18](=[O:19])[C@@H:16]1[CH3:17])=[O:23])[C:26]1[CH:27]=[CH:28][CH:29]=[CH:30][CH:31]=1. The catalyst class is: 20. (3) Reactant: [F:1][C:2]1[CH:10]=[C:9]([N+:11]([O-:13])=[O:12])[CH:8]=[CH:7][C:3]=1[C:4](O)=[O:5].[Cl-].[NH4+].C([N:18]=C=NCCCN(C)C)C.ON1C2C=CC=CC=2N=N1.C(N(CC)C(C)C)(C)C.C(=O)([O-])O.[Na+]. Product: [F:1][C:2]1[CH:10]=[C:9]([N+:11]([O-:13])=[O:12])[CH:8]=[CH:7][C:3]=1[C:4]([NH2:18])=[O:5]. The catalyst class is: 9. (4) Reactant: C(N(CC)CC)C.[N+:8]([C:11]1[CH:16]=[CH:15][C:14]([C:17](=[O:26])[CH2:18][N:19]2C(=O)CS[C:20]2=[O:25])=[CH:13][CH:12]=1)([O-:10])=[O:9]. Product: [N+:8]([C:11]1[CH:16]=[CH:15][C:14]([C:17]2[O:26][C:20](=[O:25])[NH:19][CH:18]=2)=[CH:13][CH:12]=1)([O-:10])=[O:9]. The catalyst class is: 8.